Task: Predict the reaction yield, written as a fraction of the theoretical maximum amount of product (1.0 means a 100% yield; for example, 0.34 means a 34% yield).. Dataset: Reaction yield outcomes from USPTO patents with 853,638 reactions (1) The reactants are Cl[CH2:2][C:3]1[N:4]=[N:5][C:6]([C:9]2[C:14]([F:15])=[CH:13][CH:12]=[CH:11][N:10]=2)=[CH:7][CH:8]=1.[N-:16]=[N+:17]=[N-:18].[Na+]. The catalyst is CN(C=O)C. The product is [N:16]([CH2:2][C:3]1[N:4]=[N:5][C:6]([C:9]2[C:14]([F:15])=[CH:13][CH:12]=[CH:11][N:10]=2)=[CH:7][CH:8]=1)=[N+:17]=[N-:18]. The yield is 0.410. (2) The reactants are [CH:1]1[C:10]2[C:5](=[CH:6][CH:7]=[CH:8][CH:9]=2)[CH:4]=[CH:3][C:2]=1[C:11]1[CH:12]=[C:13]([CH:25]=[CH:26][CH:27]=1)[C:14]([C:16]1[CH:24]=[CH:23][CH:22]=[CH:21][C:17]=1[C:18]([OH:20])=[O:19])=O. The catalyst is [OH-].[Na+].[Zn].S([O-])([O-])(=O)=O.[Cu+2]. The product is [CH:1]1[C:10]2[C:5](=[CH:6][CH:7]=[CH:8][CH:9]=2)[CH:4]=[CH:3][C:2]=1[C:11]1[CH:12]=[C:13]([CH:25]=[CH:26][CH:27]=1)[CH2:14][C:16]1[CH:24]=[CH:23][CH:22]=[CH:21][C:17]=1[C:18]([OH:20])=[O:19]. The yield is 0.900. (3) The reactants are CN(C)[CH:3]=[CH:4][C:5]([C:7]1[CH:12]=[CH:11][CH:10]=[CH:9][C:8]=1[OH:13])=[O:6].[Br:15]Br.O. The catalyst is C(Cl)(Cl)Cl. The product is [Br:15][C:4]1[C:5](=[O:6])[C:7]2[C:8](=[CH:9][CH:10]=[CH:11][CH:12]=2)[O:13][CH:3]=1. The yield is 0.640. (4) The reactants are [CH2:1]([C:4]1[CH:5]=[N:6][CH:7]=[CH:8][CH:9]=1)[CH2:2][CH3:3]. The catalyst is CC(O)=O.O=[Pt]=O. The product is [CH2:1]([CH:4]1[CH2:9][CH2:8][CH2:7][NH:6][CH2:5]1)[CH2:2][CH3:3]. The yield is 0.950. (5) The reactants are [I:1][C:2]1[CH:3]=[C:4]([CH:8]=[C:9]([N+:11]([O-:13])=[O:12])[CH:10]=1)[C:5]([OH:7])=[O:6].O=S(Cl)Cl.[CH3:18]O. No catalyst specified. The product is [CH3:18][O:6][C:5](=[O:7])[C:4]1[CH:8]=[C:9]([N+:11]([O-:13])=[O:12])[CH:10]=[C:2]([I:1])[CH:3]=1. The yield is 0.990.